This data is from Forward reaction prediction with 1.9M reactions from USPTO patents (1976-2016). The task is: Predict the product of the given reaction. (1) Given the reactants C1COCC1.C([O:8][C:9](=[O:48])[CH2:10][CH2:11][N:12]([C:41]([O:43][C:44]([CH3:47])([CH3:46])[CH3:45])=[O:42])[CH2:13][C:14]([N:16]1[C:24]2[C:19](=[CH:20][C:21]([O:25][CH2:26][C:27]3[CH:32]=[CH:31][C:30]([CH:33]([CH3:35])[CH3:34])=[C:29]([O:36][C:37]([F:40])([F:39])[F:38])[CH:28]=3)=[CH:22][CH:23]=2)[CH2:18][CH2:17]1)=[O:15])C.[OH-].[Na+].Cl, predict the reaction product. The product is: [C:44]([O:43][C:41]([N:12]([CH2:11][CH2:10][C:9]([OH:48])=[O:8])[CH2:13][C:14]([N:16]1[C:24]2[C:19](=[CH:20][C:21]([O:25][CH2:26][C:27]3[CH:32]=[CH:31][C:30]([CH:33]([CH3:35])[CH3:34])=[C:29]([O:36][C:37]([F:40])([F:38])[F:39])[CH:28]=3)=[CH:22][CH:23]=2)[CH2:18][CH2:17]1)=[O:15])=[O:42])([CH3:45])([CH3:47])[CH3:46]. (2) Given the reactants [C:1]1([OH:11])[C:10]2[C:5](=[CH:6][CH:7]=[CH:8][CH:9]=2)[CH:4]=[CH:3][CH:2]=1.I[CH2:13][CH2:14][CH2:15][CH2:16][CH2:17][CH3:18].C([O-])([O-])=O.[K+].[K+].O, predict the reaction product. The product is: [CH2:13]([O:11][C:1]1[C:10]2[C:5](=[CH:6][CH:7]=[CH:8][CH:9]=2)[CH:4]=[CH:3][CH:2]=1)[CH2:14][CH2:15][CH2:16][CH2:17][CH3:18]. (3) Given the reactants [CH2:1]([O:8][C:9](=[O:21])[NH:10][CH2:11][C:12]([N:14]1[CH2:20][CH2:19][CH2:18][NH:17][CH2:16][CH2:15]1)=O)[C:2]1[CH:7]=[CH:6][CH:5]=[CH:4][CH:3]=1.[H-].[Al+3].[Li+].[H-].[H-].[H-], predict the reaction product. The product is: [CH2:1]([O:8][C:9](=[O:21])[NH:10][CH2:11][CH2:12][N:14]1[CH2:20][CH2:19][CH2:18][NH:17][CH2:16][CH2:15]1)[C:2]1[CH:7]=[CH:6][CH:5]=[CH:4][CH:3]=1. (4) The product is: [CH3:1][O:2][C:3]1[CH:10]=[CH:9][C:6]([CH2:7][N:17]2[C:16]3[CH:15]=[CH:14][CH:13]=[C:12]([OH:11])[C:20]=3[N:19]=[N:18]2)=[CH:5][CH:4]=1. Given the reactants [CH3:1][O:2][C:3]1[CH:10]=[CH:9][C:6]([CH2:7]Br)=[CH:5][CH:4]=1.[OH:11][C:12]1[C:20]2[N:19]=[N:18][NH:17][C:16]=2[CH:15]=[CH:14][CH:13]=1.C(=O)([O-])[O-].[Cs+].[Cs+].[Cl-].[NH4+], predict the reaction product. (5) The product is: [CH3:1][N:2]1[CH:6]=[C:5]([C:7]2[C:8]3[N:9]([N:13]=[C:14]([NH:16][C:17]4[CH:22]=[CH:21][C:20]([C:23]5([C:26]([NH2:27])=[O:29])[CH2:25][CH2:24]5)=[CH:19][CH:18]=4)[N:15]=3)[CH:10]=[CH:11][N:12]=2)[CH:4]=[N:3]1. Given the reactants [CH3:1][N:2]1[CH:6]=[C:5]([C:7]2[C:8]3[N:9]([N:13]=[C:14]([NH:16][C:17]4[CH:22]=[CH:21][C:20]([C:23]5([C:26]#[N:27])[CH2:25][CH2:24]5)=[CH:19][CH:18]=4)[N:15]=3)[CH:10]=[CH:11][N:12]=2)[CH:4]=[N:3]1.C(=O)([O-])[O-:29].[K+].[K+].CS(C)=O, predict the reaction product. (6) Given the reactants [NH2:1][C:2]1[NH:3][C:4](=[O:12])[C:5]2[S:10][C:9](=[O:11])[NH:8][C:6]=2[N:7]=1.[C:13]([O:21][CH2:22][C@@H:23]1[CH2:27][C@@H:26]([N:28]=[N+:29]=[N-:30])[C@H:25](OC)[O:24]1)(=[O:20])[C:14]1[CH:19]=[CH:18][CH:17]=[CH:16][CH:15]=1.[Si](OS(C(F)(F)F)(=O)=O)(C)(C)C, predict the reaction product. The product is: [C:13]([O:21][CH2:22][C@@H:23]1[CH2:27][C@@H:26]([N:28]=[N+:29]=[N-:30])[C@H:25]([N:8]2[C:6]3[N:7]=[C:2]([NH2:1])[NH:3][C:4](=[O:12])[C:5]=3[S:10][C:9]2=[O:11])[O:24]1)(=[O:20])[C:14]1[CH:19]=[CH:18][CH:17]=[CH:16][CH:15]=1. (7) Given the reactants P12(SP3(SP(SP(S3)(S1)=S)(=S)S2)=S)=[S:2].[Cl:15][C:16]1[CH:17]=[CH:18][C:19]([O:28][CH2:29][CH:30]([CH3:32])[CH3:31])=[C:20]([C:22]([F:27])([F:26])[C:23]([NH2:25])=O)[CH:21]=1, predict the reaction product. The product is: [Cl:15][C:16]1[CH:17]=[CH:18][C:19]([O:28][CH2:29][CH:30]([CH3:32])[CH3:31])=[C:20]([C:22]([F:27])([F:26])[C:23](=[S:2])[NH2:25])[CH:21]=1. (8) The product is: [CH2:13]([O:20][C:21]1[CH:26]=[CH:25][C:24]([C:5]2[CH:6]=[C:7]([OH:12])[CH:8]=[C:9]([C:21]3[CH:22]=[CH:23][C:31]([O:32][CH2:33][C:34]4[CH:18]=[CH:19][CH:14]=[CH:15][CH:16]=4)=[CH:30][CH:26]=3)[CH:10]=2)=[CH:23][CH:22]=1)[C:14]1[CH:19]=[CH:18][CH:17]=[CH:16][CH:15]=1. Given the reactants [OH-].[NH3+]N.Br[C:5]1[CH:6]=[C:7]([OH:12])[CH:8]=[C:9](Br)[CH:10]=1.[CH2:13]([O:20][C:21]1[CH:26]=[CH:25][C:24](B(O)O)=[CH:23][CH:22]=1)[C:14]1[CH:19]=[CH:18][CH:17]=[CH:16][CH:15]=1.[CH3:30][CH2:31][O:32][CH2:33][CH3:34], predict the reaction product.